Dataset: Catalyst prediction with 721,799 reactions and 888 catalyst types from USPTO. Task: Predict which catalyst facilitates the given reaction. (1) Reactant: C[O:2][C:3](=[O:13])[C:4]([CH3:12])([C:6]1[CH:11]=[CH:10][CH:9]=[CH:8][N:7]=1)[CH3:5].[OH-].[Li+].Cl. Product: [CH3:12][C:4]([C:6]1[CH:11]=[CH:10][CH:9]=[CH:8][N:7]=1)([CH3:5])[C:3]([OH:13])=[O:2]. The catalyst class is: 5. (2) Reactant: O=S(Cl)Cl.[NH:5]1[CH:9]=[CH:8][C:7]([C:10]([OH:12])=O)=[N:6]1. Product: [N:5]1[N:6]2[C:10](=[O:12])[C:7]3[N:6]([N:5]=[CH:9][CH:8]=3)[C:10](=[O:12])[C:7]2=[CH:8][CH:9]=1. The catalyst class is: 1.